Dataset: Full USPTO retrosynthesis dataset with 1.9M reactions from patents (1976-2016). Task: Predict the reactants needed to synthesize the given product. Given the product [CH3:34][S:35]([O:23][CH2:22][C@H:10]1[CH2:11][N:12]2[C:20]3[CH:19]=[CH:18][C:17]([Br:21])=[CH:16][C:15]=3[CH:14]=[C:13]2[C@H:9]1[N:8]([CH2:1][C:2]1[CH:7]=[CH:6][CH:5]=[CH:4][CH:3]=1)[CH3:24])(=[O:37])=[O:36], predict the reactants needed to synthesize it. The reactants are: [CH2:1]([N:8]([CH3:24])[C@@H:9]1[C:13]2=[CH:14][C:15]3[CH:16]=[C:17]([Br:21])[CH:18]=[CH:19][C:20]=3[N:12]2[CH2:11][C@@H:10]1[CH2:22][OH:23])[C:2]1[CH:7]=[CH:6][CH:5]=[CH:4][CH:3]=1.C(N(CC)C(C)C)(C)C.[CH3:34][S:35](Cl)(=[O:37])=[O:36].